From a dataset of Full USPTO retrosynthesis dataset with 1.9M reactions from patents (1976-2016). Predict the reactants needed to synthesize the given product. (1) The reactants are: [Cl:1][C:2]1[N:3]=[CH:4][NH:5][C:6]=1[Cl:7].[OH-].[K+].[Br:10][CH2:11][C:12]1[CH:25]=[C:24]2[C:26]3=[C:27]4[C:17]([CH:18]=[CH:19][CH:20]=[C:21]4[CH:22]=[CH:23]2)=[CH:16][CH:15]=[C:14]3[CH:13]=1. Given the product [Br-:10].[CH:25]1[C:24]2[C:26]3=[C:27]4[C:21](=[CH:22][CH:23]=2)[CH:20]=[CH:19][CH:18]=[C:17]4[CH:16]=[CH:15][C:14]3=[CH:13][C:12]=1[CH2:11][N+:3]1[C:2]([Cl:1])=[C:6]([Cl:7])[N:5]([CH2:11][C:12]2[CH:25]=[C:24]3[C:26]4=[C:27]5[C:17]([CH:18]=[CH:19][CH:20]=[C:21]5[CH:22]=[CH:23]3)=[CH:16][CH:15]=[C:14]4[CH:13]=2)[CH:4]=1, predict the reactants needed to synthesize it. (2) The reactants are: [Cl:1][C:2]1[CH:7]=[CH:6][C:5]([O:8][CH3:9])=[CH:4][C:3]=1[F:10].[Al+3].[Cl-].[Cl-].[Cl-].[C:15](Cl)(=[O:17])[CH3:16].O. Given the product [Cl:1][C:2]1[C:3]([F:10])=[CH:4][C:5]([O:8][CH3:9])=[C:6]([C:15](=[O:17])[CH3:16])[CH:7]=1, predict the reactants needed to synthesize it.